Dataset: Full USPTO retrosynthesis dataset with 1.9M reactions from patents (1976-2016). Task: Predict the reactants needed to synthesize the given product. (1) Given the product [F:1][C:2]1[C:11]([NH:12][S:13]([C:16]2[CH:17]=[CH:18][C:19]([NH2:22])=[CH:20][CH:21]=2)(=[O:14])=[O:15])=[CH:10][C:5]2[B:6]([OH:9])[O:7][CH2:8][C:4]=2[CH:3]=1, predict the reactants needed to synthesize it. The reactants are: [F:1][C:2]1[C:11]([NH:12][S:13]([C:16]2[CH:21]=[CH:20][C:19]([NH:22]C(=O)C)=[CH:18][CH:17]=2)(=[O:15])=[O:14])=[CH:10][C:5]2[B:6]([OH:9])[O:7][CH2:8][C:4]=2[CH:3]=1.Cl. (2) Given the product [C:20]1([CH3:29])[CH:25]=[CH:24][C:23]([C@@H:26]([NH:28][C:12](=[O:18])[C@H:13]([C:14]([CH3:15])([CH3:16])[CH3:17])[NH:9][C:1](=[O:8])[C:2]2[CH:3]=[CH:4][CH:5]=[CH:6][CH:7]=2)[CH3:27])=[CH:22][CH:21]=1, predict the reactants needed to synthesize it. The reactants are: [C:1]([N:9]1[C@@H:13]([C:14]([CH3:17])([CH3:16])[CH3:15])[C:12](=[O:18])OC1=O)(=[O:8])[C:2]1[CH:7]=[CH:6][CH:5]=[CH:4][CH:3]=1.[C:20]1([CH3:29])[CH:25]=[CH:24][C:23]([C@@H:26]([NH2:28])[CH3:27])=[CH:22][CH:21]=1.Cl. (3) Given the product [CH2:22]([NH:21][C:20]([C:17]1[CH:18]=[CH:19][C:14]([NH:13][C:11]([N:6]2[CH2:5][C:4]3[C:8](=[CH:9][CH:10]=[C:2]([C:30]4[CH:29]=[CH:28][NH:27][N:26]=4)[CH:3]=3)[CH2:7]2)=[O:12])=[CH:15][CH:16]=1)=[O:25])[CH2:23][CH3:24], predict the reactants needed to synthesize it. The reactants are: Br[C:2]1[CH:3]=[C:4]2[C:8](=[CH:9][CH:10]=1)[CH2:7][N:6]([C:11]([NH:13][C:14]1[CH:19]=[CH:18][C:17]([C:20](=[O:25])[NH:21][CH2:22][CH2:23][CH3:24])=[CH:16][CH:15]=1)=[O:12])[CH2:5]2.[NH:26]1[CH:30]=[CH:29][C:28](B(O)O)=[N:27]1.C(=O)(O)[O-].[Na+].O. (4) Given the product [NH2:7][C:3]1[C:2]2[NH:8][C:11](=[O:10])[NH:9][C:1]=2[CH:6]=[CH:5][CH:4]=1, predict the reactants needed to synthesize it. The reactants are: [C:1]1([NH2:9])[CH:6]=[CH:5][CH:4]=[C:3]([NH2:7])[C:2]=1[NH2:8].[OH2:10].[C:11](#N)C. (5) Given the product [OH:21][C@@H:19]([CH3:20])[C:18]([N:15]1[CH2:16][CH2:17][N:12]([CH2:11][C:9]2[S:10][C:5]3[C:4]([N:24]4[CH2:29][CH2:28][O:27][CH2:26][CH2:25]4)=[N:3][C:2]([C:31]4[CH:32]=[N:33][CH:34]=[N:35][CH:36]=4)=[N:7][C:6]=3[C:8]=2[CH3:23])[CH2:13][CH2:14]1)=[O:22], predict the reactants needed to synthesize it. The reactants are: Cl[C:2]1[N:3]=[C:4]([N:24]2[CH2:29][CH2:28][O:27][CH2:26][CH2:25]2)[C:5]2[S:10][C:9]([CH2:11][N:12]3[CH2:17][CH2:16][N:15]([C:18](=[O:22])[C@@H:19]([OH:21])[CH3:20])[CH2:14][CH2:13]3)=[C:8]([CH3:23])[C:6]=2[N:7]=1.B(O)(O)[C:31]1[CH:36]=[N:35][CH:34]=[N:33][CH:32]=1. (6) The reactants are: [F:1][C:2]1[CH:7]=[CH:6][C:5]([S:8]([C:11]2[CH:12]=[N:13][C:14]([N:17]3[CH2:22][CH2:21][N:20](C(OC(C)(C)C)=O)[CH2:19][CH2:18]3)=[N:15][CH:16]=2)(=[O:10])=[O:9])=[CH:4][CH:3]=1.[ClH:30].O1CCOCC1. Given the product [ClH:30].[F:1][C:2]1[CH:7]=[CH:6][C:5]([S:8]([C:11]2[CH:12]=[N:13][C:14]([N:17]3[CH2:22][CH2:21][NH:20][CH2:19][CH2:18]3)=[N:15][CH:16]=2)(=[O:9])=[O:10])=[CH:4][CH:3]=1, predict the reactants needed to synthesize it. (7) The reactants are: [C:1]([O:4][CH2:5][CH3:6])(=[O:3])C.[C:7]([O:11][C:12]([O:14][C@@H:15]1[C@@H:19]([CH2:20][O:21][C:22]([O:24][C:25]([CH3:28])([CH3:27])[CH3:26])=[O:23])[O:18][C@@H:17]([N:29]2[CH:36]=[CH:35][C:33]([NH2:34])=[N:32][C:30]2=[O:31])[C:16]1([F:38])[F:37])=[O:13])([CH3:10])([CH3:9])[CH3:8].[N+:39]([C:42]1[S:46][C:45]([CH2:47][OH:48])=[CH:44][CH:43]=1)([O-:41])=[O:40].[C:49](Cl)(Cl)=[O:50]. Given the product [C:7]([O:11][C:12]([O:14][C@@H:15]1[C@@H:19]([CH2:20][O:21][C:22]([O:24][C:25]([CH3:28])([CH3:27])[CH3:26])=[O:23])[O:18][C@@H:17]([N:29]2[CH:36]=[CH:35][C:33]([NH:34][C:1]([O:4][CH2:5][C:6]3[S:46][C:42]([N+:39]([O-:41])=[O:40])=[CH:43][CH:44]=3)=[O:3])=[N:32][C:30]2=[O:31])[C:16]1([F:37])[F:38])=[O:13])([CH3:8])([CH3:9])[CH3:10].[N+:39]([C:42]1[S:46][C:45]([CH2:47][O:48][C:49]([NH:34][C:33]2[CH:35]=[CH:36][N:29]([C@@H:17]3[O:18][C@H:19]([CH2:20][OH:21])[C@@H:15]([OH:14])[C:16]3([F:37])[F:38])[C:30](=[O:31])[N:32]=2)=[O:50])=[CH:44][CH:43]=1)([O-:41])=[O:40], predict the reactants needed to synthesize it.